Dataset: Forward reaction prediction with 1.9M reactions from USPTO patents (1976-2016). Task: Predict the product of the given reaction. (1) The product is: [CH2:22]([O:21][C:19]([C:18]1[C:11]([CH2:12][C:13]([O:15][CH2:16][CH3:17])=[O:14])=[N:1][C:2]2[C:3]([C:4]=1[NH2:5])=[CH:6][CH:7]=[CH:8][CH:9]=2)=[O:20])[CH3:23]. Given the reactants [NH2:1][C:2]1[CH:9]=[CH:8][CH:7]=[CH:6][C:3]=1[C:4]#[N:5].O=[C:11]([CH2:18][C:19]([O:21][CH2:22][CH3:23])=[O:20])[CH2:12][C:13]([O:15][CH2:16][CH3:17])=[O:14], predict the reaction product. (2) Given the reactants C1N=CN([C:6](N2C=NC=C2)=[O:7])C=1.[F:13][C:14]([F:19])([F:18])[C@@H:15]([NH2:17])[CH3:16].[F:20][C:21]([F:40])([F:39])[C:22]1[CH:27]=[CH:26][C:25]([C:28]2([NH2:38])[C:33]3=[N:34][CH:35]=[CH:36][CH:37]=[C:32]3[O:31][CH2:30][CH2:29]2)=[CH:24][CH:23]=1.CCN(C(C)C)C(C)C.CN([CH:53]=[O:54])C, predict the reaction product. The product is: [F:13][C:14]([F:19])([F:18])[C:53]([OH:54])=[O:31].[F:40][C:21]([F:20])([F:39])[C:22]1[CH:23]=[CH:24][C:25]([C@:28]2([NH:38][C:6]([NH:17][C@@H:15]([CH3:16])[C:14]([F:19])([F:18])[F:13])=[O:7])[C:33]3=[N:34][CH:35]=[CH:36][CH:37]=[C:32]3[O:31][CH2:30][CH2:29]2)=[CH:26][CH:27]=1. (3) Given the reactants [F:1][C:2]([F:11])([F:10])[C:3]1([OH:9])[CH2:8][CH2:7][NH:6][CH2:5][CH2:4]1.N1CCCC1.CC(O[C:22]([NH:24][C@@H:25]([C:29]([OH:31])=O)[CH:26]1[CH2:28][CH2:27]1)=[O:23])(C)C.C(N[C@@H](C(O)=O)C(C)(C)C)(OC(C)(C)C)=O.[CH2:48]([N:50]1[CH:54]=[C:53]([C:55]2[N:60]=[C:59]3[C:61](C(O)=O)=[CH:62][N:63](COCC[Si](C)(C)C)[C:58]3=[N:57][CH:56]=2)[CH:52]=[N:51]1)[CH3:49].C1(C2N=C3C(C(O)=O)=CN(COCC[Si](C)(C)C)C3=NC=2)CC1, predict the reaction product. The product is: [CH:26]1([C@@H:25]([NH:24][C:22]([C:61]2[C:59]3[C:58](=[N:57][CH:56]=[C:55]([C:53]4[CH:52]=[N:51][N:50]([CH2:48][CH3:49])[CH:54]=4)[N:60]=3)[NH:63][CH:62]=2)=[O:23])[C:29]([N:6]2[CH2:5][CH2:4][C:3]([OH:9])([C:2]([F:1])([F:10])[F:11])[CH2:8][CH2:7]2)=[O:31])[CH2:27][CH2:28]1. (4) Given the reactants Br[C:2]1[CH:3]=[CH:4][C:5]2[N:6]([C:8]([C:11]([Cl:14])([F:13])[F:12])=[N:9][N:10]=2)[CH:7]=1.[F:15][C:16]([F:28])([F:27])[O:17][C:18]1[CH:23]=[CH:22][C:21](B(O)O)=[CH:20][CH:19]=1.C(=O)([O-])[O-].[K+].[K+], predict the reaction product. The product is: [Cl:14][C:11]([F:13])([F:12])[C:8]1[N:6]2[CH:7]=[C:2]([C:21]3[CH:20]=[CH:19][C:18]([O:17][C:16]([F:15])([F:27])[F:28])=[CH:23][CH:22]=3)[CH:3]=[CH:4][C:5]2=[N:10][N:9]=1. (5) Given the reactants [CH3:1][Si:2]([CH3:19])([CH3:18])[C:3]#[C:4][Sn](CCCC)(CCCC)CCCC.[NH2:20][C:21]1[C:26]([F:27])=[C:25]([C:28]2[CH:33]=[CH:32][C:31](I)=[CH:30][CH:29]=2)[N:24]=[C:23]([C:35]([O:37][CH3:38])=[O:36])[C:22]=1[Cl:39], predict the reaction product. The product is: [NH2:20][C:21]1[C:26]([F:27])=[C:25]([C:28]2[CH:33]=[CH:32][C:31]([C:4]#[C:3][Si:2]([CH3:1])([CH3:18])[CH3:19])=[CH:30][CH:29]=2)[N:24]=[C:23]([C:35]([O:37][CH3:38])=[O:36])[C:22]=1[Cl:39]. (6) Given the reactants [OH:1][C:2]1[C:14]([CH3:15])=[CH:13][C:5]2[C:6]([CH2:9][C:10]([OH:12])=[O:11])=[CH:7][O:8][C:4]=2[CH:3]=1.S(=O)(=O)(O)O.[CH3:21]O, predict the reaction product. The product is: [CH3:21][O:11][C:10](=[O:12])[CH2:9][C:6]1[C:5]2[CH:13]=[C:14]([CH3:15])[C:2]([OH:1])=[CH:3][C:4]=2[O:8][CH:7]=1. (7) Given the reactants Cl.[F:2][C:3]1[CH:4]=[C:5]([C:10]2[CH:19]=[CH:18][C:17]3[C:12](=[CH:13][CH:14]=[C:15]([O:20]C)[CH:16]=3)[C:11]=2[O:22][C:23]2[CH:37]=[CH:36][C:26]([O:27][CH2:28][CH2:29][N:30]3[CH2:35][CH2:34][CH2:33][CH2:32][CH2:31]3)=[CH:25][CH:24]=2)[CH:6]=[C:7]([F:9])[CH:8]=1.B(Br)(Br)Br.CO, predict the reaction product. The product is: [F:9][C:7]1[CH:6]=[C:5]([C:10]2[C:11]([O:22][C:23]3[CH:24]=[CH:25][C:26]([O:27][CH2:28][CH2:29][N:30]4[CH2:31][CH2:32][CH2:33][CH2:34][CH2:35]4)=[CH:36][CH:37]=3)=[C:12]3[C:17](=[CH:18][CH:19]=2)[CH:16]=[C:15]([OH:20])[CH:14]=[CH:13]3)[CH:4]=[C:3]([F:2])[CH:8]=1. (8) Given the reactants O1[C:5]2([CH2:10][CH2:9][N:8]([C:11]3[CH:16]=[CH:15][C:14]([C:17]4[N:18]=[N:19][N:20]([CH2:22][C:23]([O:25]CC)=[O:24])[N:21]=4)=[CH:13][CH:12]=3)[CH2:7][CH2:6]2)OCC1.[NH2:28][CH2:29][C@@H:30]([C:32]1[CH:33]=[CH:34][C:35]([OH:43])=[C:36]([NH:38][S:39]([CH3:42])(=[O:41])=[O:40])[CH:37]=1)[OH:31], predict the reaction product. The product is: [OH:31][C@H:30]([C:32]1[CH:33]=[CH:34][C:35]([OH:43])=[C:36]([NH:38][S:39]([CH3:42])(=[O:41])=[O:40])[CH:37]=1)[CH2:29][NH:28][CH:5]1[CH2:10][CH2:9][N:8]([C:11]2[CH:12]=[CH:13][C:14]([C:17]3[N:18]=[N:19][N:20]([CH2:22][C:23]([OH:25])=[O:24])[N:21]=3)=[CH:15][CH:16]=2)[CH2:7][CH2:6]1. (9) Given the reactants I[C:2]1[C:7](=[O:8])[N:6]2[C:9]([C:12]([F:15])([F:14])[F:13])=[CH:10][S:11][C:5]2=[N:4][C:3]=1/[CH:16]=[CH:17]/[C:18]1[CH:23]=[CH:22][CH:21]=[C:20]([O:24][CH3:25])[C:19]=1[O:26][CH2:27][C:28]([CH3:31])([CH3:30])[CH3:29].[C:32]([C:34]1[CH:39]=[CH:38][C:37](B(O)O)=[CH:36][CH:35]=1)#[N:33].C(=O)([O-])[O-].[Na+].[Na+], predict the reaction product. The product is: [CH3:25][O:24][C:20]1[C:19]([O:26][CH2:27][C:28]([CH3:31])([CH3:30])[CH3:29])=[C:18](/[CH:17]=[CH:16]/[C:3]2[N:4]=[C:5]3[S:11][CH:10]=[C:9]([C:12]([F:15])([F:14])[F:13])[N:6]3[C:7](=[O:8])[C:2]=2[C:37]2[CH:38]=[CH:39][C:34]([C:32]#[N:33])=[CH:35][CH:36]=2)[CH:23]=[CH:22][CH:21]=1. (10) Given the reactants [Cl:1][C:2]1[CH:7]=[CH:6][CH:5]=[CH:4][C:3]=1[CH:8]([C:33]1[CH:38]=[CH:37][CH:36]=[CH:35][C:34]=1[Cl:39])[C:9]1[S:13][C:12]([C:14]([NH:16][C@@H:17]([CH2:22][CH2:23][CH2:24][NH:25][C:26]([O:28][C:29]([CH3:32])([CH3:31])[CH3:30])=[O:27])[C:18]([O:20]C)=[O:19])=[O:15])=[CH:11][CH:10]=1, predict the reaction product. The product is: [Cl:39][C:34]1[CH:35]=[CH:36][CH:37]=[CH:38][C:33]=1[CH:8]([C:3]1[CH:4]=[CH:5][CH:6]=[CH:7][C:2]=1[Cl:1])[C:9]1[S:13][C:12]([C:14]([NH:16][C@@H:17]([CH2:22][CH2:23][CH2:24][NH:25][C:26]([O:28][C:29]([CH3:31])([CH3:32])[CH3:30])=[O:27])[C:18]([OH:20])=[O:19])=[O:15])=[CH:11][CH:10]=1.